Dataset: Reaction yield outcomes from USPTO patents with 853,638 reactions. Task: Predict the reaction yield, written as a fraction of the theoretical maximum amount of product (1.0 means a 100% yield; for example, 0.34 means a 34% yield). (1) The reactants are [CH3:1][C:2]1[C:6]([C:7]2[CH:16]=[C:15]3[C:10]([C:11]([NH:20][CH2:21][C:22]4[CH:27]=[CH:26][CH:25]=[CH:24][N:23]=4)=[C:12]([N+:17]([O-])=O)[CH:13]=[N:14]3)=[CH:9][C:8]=2[O:28][CH3:29])=[C:5]([CH3:30])[O:4][N:3]=1.O.O.Cl[Sn]Cl. The catalyst is C(O)C.Cl. The product is [CH3:1][C:2]1[C:6]([C:7]2[CH:16]=[C:15]3[C:10]([C:11]([NH:20][CH2:21][C:22]4[CH:27]=[CH:26][CH:25]=[CH:24][N:23]=4)=[C:12]([NH2:17])[CH:13]=[N:14]3)=[CH:9][C:8]=2[O:28][CH3:29])=[C:5]([CH3:30])[O:4][N:3]=1. The yield is 0.178. (2) The reactants are Cl.[F:2][C:3]([F:29])([F:28])[C:4]1[CH:5]=[C:6]([CH:21]=[C:22]([C:24]([F:27])([F:26])[F:25])[CH:23]=1)[CH2:7][O:8][C@H:9]1[CH2:14][CH2:13][NH:12][CH2:11][C@H:10]1[C:15]1[CH:20]=[CH:19][CH:18]=[CH:17][CH:16]=1.[CH3:30][O:31][C:32]1[CH:39]=[CH:38][CH:37]=[CH:36][C:33]=1[CH2:34]O.C(N(C(C)C)CC)(C)C.O. The catalyst is ClCCl. The product is [F:29][C:3]([F:2])([F:28])[C:4]1[CH:5]=[C:6]([CH:21]=[C:22]([C:24]([F:27])([F:25])[F:26])[CH:23]=1)[CH2:7][O:8][C@H:9]1[CH2:14][CH2:13][N:12]([CH2:34][C:33]2[CH:36]=[CH:37][CH:38]=[CH:39][C:32]=2[O:31][CH3:30])[CH2:11][C@H:10]1[C:15]1[CH:16]=[CH:17][CH:18]=[CH:19][CH:20]=1. The yield is 0.620. (3) The reactants are C1(C(C2C=CC=CC=2)([C@@H]2CCCN2)O)C=CC=CC=1.B(OC)(OC)OC.B.C(N(CC)C1C=CC=CC=1)C.[N+:39]([C:42]1[CH:47]=[CH:46][C:45]([C:48](=[O:62])[CH2:49][CH2:50][C:51]([C:53]2[CH:58]=[CH:57][C:56]([N+:59]([O-:61])=[O:60])=[CH:55][CH:54]=2)=[O:52])=[CH:44][CH:43]=1)([O-:41])=[O:40].B.CO.Cl. The catalyst is C(OCC)(=O)C.C1COCC1. The product is [N+:39]([C:42]1[CH:47]=[CH:46][C:45]([C@H:48]([OH:62])[CH2:49][CH2:50][C@H:51]([C:53]2[CH:58]=[CH:57][C:56]([N+:59]([O-:61])=[O:60])=[CH:55][CH:54]=2)[OH:52])=[CH:44][CH:43]=1)([O-:41])=[O:40]. The yield is 0.610. (4) The reactants are [CH3:1][O:2][C:3]1[CH:4]=[C:5]2[C:10](=[CH:11][C:12]=1[O:13][CH3:14])[N:9]=[CH:8][N:7]=[C:6]2[S:15][C:16]1[CH:17]=[C:18]([CH:20]=[CH:21][CH:22]=1)[NH2:19].[C:23]([C:27]1[CH:32]=[CH:31][C:30]([N:33]=[C:34]=[O:35])=[CH:29][CH:28]=1)([CH3:26])([CH3:25])[CH3:24]. No catalyst specified. The product is [C:23]([C:27]1[CH:32]=[CH:31][C:30]([NH:33][C:34]([NH:19][C:18]2[CH:20]=[CH:21][CH:22]=[C:16]([S:15][C:6]3[C:5]4[C:10](=[CH:11][C:12]([O:13][CH3:14])=[C:3]([O:2][CH3:1])[CH:4]=4)[N:9]=[CH:8][N:7]=3)[CH:17]=2)=[O:35])=[CH:29][CH:28]=1)([CH3:26])([CH3:24])[CH3:25]. The yield is 0.270. (5) The reactants are Br[CH2:2][CH2:3][CH2:4][CH2:5][N:6]1[C:10](=[O:11])[C:9]2=[CH:12][CH:13]=[CH:14][CH:15]=[C:8]2[C:7]1=[O:16].[C:17]([NH:24][OH:25])([O:19][C:20]([CH3:23])([CH3:22])[CH3:21])=[O:18].C1CCN2C(=NCCC2)CC1.Cl. The catalyst is O.CC#N. The product is [C:20]([O:19][C:17]([NH:24][O:25][CH2:2][CH2:3][CH2:4][CH2:5][N:6]1[C:10](=[O:11])[C:9]2=[CH:12][CH:13]=[CH:14][CH:15]=[C:8]2[C:7]1=[O:16])=[O:18])([CH3:23])([CH3:22])[CH3:21]. The yield is 0.800. (6) The reactants are [NH2:1][C:2]1[C:10]2[C:9]([C:11]3[CH:16]=[CH:15][C:14]([Cl:17])=[C:13]([Cl:18])[CH:12]=3)=[N:8][C:7]([CH2:19][C@@H:20]([CH3:30])[CH2:21][O:22]CC3C=CC=CC=3)=[N:6][C:5]=2[S:4][C:3]=1[C:31]([NH2:33])=[O:32].B(Br)(Br)Br.CO. The catalyst is C(Cl)Cl. The product is [NH2:1][C:2]1[C:10]2[C:9]([C:11]3[CH:16]=[CH:15][C:14]([Cl:17])=[C:13]([Cl:18])[CH:12]=3)=[N:8][C:7]([CH2:19][C@@H:20]([CH3:30])[CH2:21][OH:22])=[N:6][C:5]=2[S:4][C:3]=1[C:31]([NH2:33])=[O:32]. The yield is 0.590.